The task is: Predict the product of the given reaction.. This data is from Forward reaction prediction with 1.9M reactions from USPTO patents (1976-2016). (1) Given the reactants [F:1][C:2]1[CH:11]=[CH:10][C:5]2[NH:6][C:7](=O)[NH:8][C:4]=2[CH:3]=1.P(Cl)(Cl)([Cl:14])=O, predict the reaction product. The product is: [Cl:14][C:7]1[NH:8][C:4]2[CH:3]=[C:2]([F:1])[CH:11]=[CH:10][C:5]=2[N:6]=1. (2) Given the reactants Cl[C:2]1[C:7]([C:8]#[N:9])=[CH:6][N:5]=[C:4]([S:10][CH3:11])[N:3]=1.CCN(C(C)C)C(C)C.Cl.[C:22]12([NH2:28])[CH2:27][CH:25]([CH2:26]1)[CH2:24][CH2:23]2, predict the reaction product. The product is: [C:22]12([NH:28][C:2]3[C:7]([C:8]#[N:9])=[CH:6][N:5]=[C:4]([S:10][CH3:11])[N:3]=3)[CH2:27][CH:25]([CH2:26]1)[CH2:24][CH2:23]2. (3) Given the reactants [CH2:1]([O:3][C:4]([CH2:6][S:7]([OH:10])(=O)=[O:8])=[O:5])[CH3:2].O=P(Cl)(Cl)[Cl:13], predict the reaction product. The product is: [CH2:1]([O:3][C:4]([CH2:6][S:7]([Cl:13])(=[O:10])=[O:8])=[O:5])[CH3:2].